Predict which catalyst facilitates the given reaction. From a dataset of Catalyst prediction with 721,799 reactions and 888 catalyst types from USPTO. (1) Reactant: [Cl:1][C:2]1[CH:7]=[CH:6][C:5]([C:8](=[O:26])[CH:9]=[CH:10][C:11]2[CH:16]=[CH:15][C:14]([S:17]([NH:20][CH2:21][C:22]([OH:25])([CH3:24])[CH3:23])(=[O:19])=[O:18])=[CH:13][CH:12]=2)=[C:4]([NH:27][C:28]2[CH:33]=[CH:32][CH:31]=[CH:30][CH:29]=2)[CH:3]=1. Product: [Cl:1][C:2]1[CH:7]=[CH:6][C:5]([C:8](=[O:26])[CH2:9][CH2:10][C:11]2[CH:16]=[CH:15][C:14]([S:17]([NH:20][CH2:21][C:22]([OH:25])([CH3:24])[CH3:23])(=[O:19])=[O:18])=[CH:13][CH:12]=2)=[C:4]([NH:27][C:28]2[CH:29]=[CH:30][CH:31]=[CH:32][CH:33]=2)[CH:3]=1. The catalyst class is: 871. (2) Reactant: C(=O)([O-])[O-].[Cs+].[Cs+].[NH:7]1[CH2:10][CH2:9][C:8]1=[O:11].[CH:12]1([N:16]2[CH2:22][CH2:21][C:20]3[CH:23]=[CH:24][C:25]([O:27][C:28]4[CH:33]=[CH:32][C:31](I)=[CH:30][N:29]=4)=[CH:26][C:19]=3[CH2:18][CH2:17]2)[CH2:15][CH2:14][CH2:13]1.N[C@@H]1CCCC[C@H]1N. Product: [CH:12]1([N:16]2[CH2:22][CH2:21][C:20]3[CH:23]=[CH:24][C:25]([O:27][C:28]4[N:29]=[CH:30][C:31]([N:7]5[CH2:10][CH2:9][C:8]5=[O:11])=[CH:32][CH:33]=4)=[CH:26][C:19]=3[CH2:18][CH2:17]2)[CH2:13][CH2:14][CH2:15]1. The catalyst class is: 185. (3) Reactant: [C:1]([CH2:4][N:5]([CH2:19][C:20]([OH:22])=[O:21])[C:6]1[CH:11]=[CH:10][CH:9]=[C:8]([O:12][C:13]2[CH:18]=[CH:17][CH:16]=[CH:15][CH:14]=2)[CH:7]=1)([OH:3])=O.C(=O)(O)[O-].[Na+]. Product: [O:12]([C:8]1[CH:7]=[C:6]([N:5]2[CH2:19][C:20](=[O:21])[O:22][C:1](=[O:3])[CH2:4]2)[CH:11]=[CH:10][CH:9]=1)[C:13]1[CH:14]=[CH:15][CH:16]=[CH:17][CH:18]=1. The catalyst class is: 152. (4) Reactant: CC1[O:3][CH2:4][CH2:5][C:6]([CH3:14])([C:8]2[CH:13]=[CH:12][CH:11]=[CH:10][CH:9]=2)[N:7]=1.[OH-].[Na+]. Product: [NH2:7][C:6]([C:8]1[CH:13]=[CH:12][CH:11]=[CH:10][CH:9]=1)([CH3:14])[CH2:5][CH2:4][OH:3]. The catalyst class is: 5. (5) Reactant: [NH:1]([C:8]([NH:10][C:11]1[CH:12]=[CH:13][C:14]([O:20][CH:21]([C:28]2[CH:33]=[CH:32][CH:31]=[CH:30][CH:29]=2)[C:22]2[CH:27]=[CH:26][CH:25]=[CH:24][CH:23]=2)=[C:15]([CH:19]=1)[C:16](O)=[O:17])=[O:9])[C:2]1[CH:7]=[CH:6][CH:5]=[CH:4][CH:3]=1.[C:34]([NH2:39])([CH2:37][CH3:38])([CH3:36])[CH3:35].ON1C2C=CC=CC=2N=N1.Cl.C(N=C=NCCCN(C)C)C. Product: [NH:1]([C:8]([NH:10][C:11]1[CH:12]=[CH:13][C:14]([O:20][CH:21]([C:28]2[CH:33]=[CH:32][CH:31]=[CH:30][CH:29]=2)[C:22]2[CH:23]=[CH:24][CH:25]=[CH:26][CH:27]=2)=[C:15]([CH:19]=1)[C:16]([NH:39][C:34]([CH2:37][CH3:38])([CH3:36])[CH3:35])=[O:17])=[O:9])[C:2]1[CH:3]=[CH:4][CH:5]=[CH:6][CH:7]=1. The catalyst class is: 18. (6) The catalyst class is: 35. Product: [N+:8]([C:5]1[CH:6]=[CH:7][C:2]([N:11]2[CH:15]=[CH:14][N:13]=[CH:12]2)=[CH:3][CH:4]=1)([O-:10])=[O:9]. Reactant: F[C:2]1[CH:7]=[CH:6][C:5]([N+:8]([O-:10])=[O:9])=[CH:4][CH:3]=1.[NH:11]1[CH:15]=[CH:14][N:13]=[CH:12]1.C(=O)([O-])[O-].[Na+].[Na+].Cl. (7) Reactant: C(Cl)(=O)C(Cl)=O.CS(C)=O.[CH:11]1([CH2:16][N:17]([CH2:30][CH:31]2[CH2:35][CH2:34][CH2:33][CH2:32]2)[C@@H:18]([CH2:28][OH:29])[CH2:19][CH2:20]/[CH:21]=[CH:22]/[C:23]([O:25][CH2:26][CH3:27])=[O:24])[CH2:15][CH2:14][CH2:13][CH2:12]1.C(N(C(C)C)CC)(C)C. Product: [CH:31]1([CH2:30][N:17]([CH2:16][CH:11]2[CH2:12][CH2:13][CH2:14][CH2:15]2)[C@@H:18]([CH:28]=[O:29])[CH2:19][CH2:20]/[CH:21]=[CH:22]/[C:23]([O:25][CH2:26][CH3:27])=[O:24])[CH2:32][CH2:33][CH2:34][CH2:35]1. The catalyst class is: 34.